This data is from Full USPTO retrosynthesis dataset with 1.9M reactions from patents (1976-2016). The task is: Predict the reactants needed to synthesize the given product. The reactants are: C(OC([N:8]1[CH2:13][CH2:12][O:11][CH2:10][C@H:9]1[C:14](=[O:30])[NH:15][C:16]1[CH:17]=[C:18]([Cl:29])[CH:19]=[C:20]2[C:28]=1[NH:27][C:26]1[CH:25]=[N:24][CH:23]=[CH:22][C:21]2=1)=O)(C)(C)C.FC(F)(F)C(O)=O.[C:38]([O:42][C:43]([N:45]1[CH2:51][CH2:50][CH2:49][C@@H:46]1[CH:47]=O)=[O:44])([CH3:41])([CH3:40])[CH3:39].C(O[BH-](OC(=O)C)OC(=O)C)(=O)C.[Na+]. Given the product [C:38]([O:42][C:43]([N:45]1[CH2:51][CH2:50][CH2:49][C@@H:46]1[CH2:47][N:8]1[CH2:13][CH2:12][O:11][CH2:10][C@H:9]1[C:14](=[O:30])[NH:15][C:16]1[CH:17]=[C:18]([Cl:29])[CH:19]=[C:20]2[C:28]=1[NH:27][C:26]1[CH:25]=[N:24][CH:23]=[CH:22][C:21]2=1)=[O:44])([CH3:41])([CH3:39])[CH3:40], predict the reactants needed to synthesize it.